This data is from Full USPTO retrosynthesis dataset with 1.9M reactions from patents (1976-2016). The task is: Predict the reactants needed to synthesize the given product. Given the product [Cl:1][C:2]1[CH:3]=[C:4]([CH:12]([CH2:17][CH:18]2[CH2:23][CH2:22][O:21][CH2:20][CH2:19]2)[C:13](=[O:16])[CH2:14][CH2:15][C:44]([C:41]2[CH:40]=[CH:39][C:38]([CH:36]3[CH2:35][O:34][C:33]([CH3:46])([CH3:32])[O:37]3)=[CH:43][N:42]=2)=[O:45])[CH:5]=[CH:6][C:7]=1[S:8]([CH3:11])(=[O:9])=[O:10], predict the reactants needed to synthesize it. The reactants are: [Cl:1][C:2]1[CH:3]=[C:4]([CH:12]([CH2:17][CH:18]2[CH2:23][CH2:22][O:21][CH2:20][CH2:19]2)[C:13](=[O:16])[CH:14]=[CH2:15])[CH:5]=[CH:6][C:7]=1[S:8]([CH3:11])(=[O:10])=[O:9].C(O)C.O1CCCC1.[CH3:32][C:33]1([CH3:46])[O:37][CH:36]([C:38]2[CH:39]=[CH:40][C:41]([CH:44]=[O:45])=[N:42][CH:43]=2)[CH2:35][O:34]1.